This data is from Catalyst prediction with 721,799 reactions and 888 catalyst types from USPTO. The task is: Predict which catalyst facilitates the given reaction. (1) Reactant: FC(C1OC(C2C=CC=CC=2)=NN=1)C1C=CC2C=C(C(O)=O)SC=2C=1.[C:26]([NH:34][NH:35][C:36](=[O:53])[CH:37]([C:39]1[CH:52]=[CH:51][C:42]2[CH:43]=[C:44]([C:46]([O:48][CH2:49][CH3:50])=[O:47])[S:45][C:41]=2[CH:40]=1)[F:38])(=O)[C:27]1[CH:32]=[CH:31][CH:30]=[CH:29][CH:28]=1.CC[N+](S(N=C(OC)[O-])(=O)=O)(CC)CC. Product: [F:38][CH:37]([C:36]1[O:53][C:26]([C:27]2[CH:32]=[CH:31][CH:30]=[CH:29][CH:28]=2)=[N:34][N:35]=1)[C:39]1[CH:52]=[CH:51][C:42]2[CH:43]=[C:44]([C:46]([O:48][CH2:49][CH3:50])=[O:47])[S:45][C:41]=2[CH:40]=1. The catalyst class is: 1. (2) Product: [CH:4]([C:27]1[C:26]2[C:21](=[CH:22][CH:23]=[C:24]([O:28][CH3:29])[CH:25]=2)[NH:20][C:19]=1[C:17]([NH:16][C:13]([CH3:15])([CH3:14])[CH2:12][OH:11])=[O:18])=[O:5]. Reactant: CN([CH:4]=[O:5])C.P(Cl)(Cl)(Cl)=O.[OH:11][CH2:12][C:13]([NH:16][C:17]([C:19]1[NH:20][C:21]2[C:26]([CH:27]=1)=[CH:25][C:24]([O:28][CH3:29])=[CH:23][CH:22]=2)=[O:18])([CH3:15])[CH3:14].[OH-].[Na+]. The catalyst class is: 34.